From a dataset of Reaction yield outcomes from USPTO patents with 853,638 reactions. Predict the reaction yield, written as a fraction of the theoretical maximum amount of product (1.0 means a 100% yield; for example, 0.34 means a 34% yield). (1) The reactants are [C:1]1(P([C:1]2[CH:6]=CC=[CH:3][CH:2]=2)[C:1]2[CH:6]=CC=[CH:3][CH:2]=2)[CH:6]=CC=[CH:3][CH:2]=1.C(O)CC=C.[Br:25][C:26]1[C:31]([OH:32])=[CH:30][CH:29]=[CH:28][N:27]=1.N(C(OC(C)C)=O)=NC(OC(C)C)=O. The catalyst is C1COCC1. The product is [Br:25][C:26]1[C:31]([O:32][CH2:3][CH2:2][CH:1]=[CH2:6])=[CH:30][CH:29]=[CH:28][N:27]=1. The yield is 0.890. (2) The product is [CH3:47][C:14]([CH3:46])([CH3:13])[C:15](=[O:45])[CH2:16][N:17]1[C:22](=[O:23])[C:21]2[CH:24]=[C:25]([CH2:27][CH3:28])[S:26][C:20]=2[N:19]([CH2:29][C:30]2[CH:35]=[CH:34][C:33]([C:36]3[CH:41]=[CH:40][CH:39]=[CH:38][C:37]=3[C:42]3[NH:3][C:4](=[O:7])[O:5][N:43]=3)=[CH:32][CH:31]=2)[C:18]1=[O:44]. The yield is 0.740. The catalyst is O.C(OCC)(=O)C. The reactants are [Cl-].O[NH3+:3].[C:4](=[O:7])([O-])[OH:5].[Na+].CS(C)=O.[CH3:13][C:14]([CH3:47])([CH3:46])[C:15](=[O:45])[CH2:16][N:17]1[C:22](=[O:23])[C:21]2[CH:24]=[C:25]([CH2:27][CH3:28])[S:26][C:20]=2[N:19]([CH2:29][C:30]2[CH:35]=[CH:34][C:33]([C:36]3[C:37]([C:42]#[N:43])=[CH:38][CH:39]=[CH:40][CH:41]=3)=[CH:32][CH:31]=2)[C:18]1=[O:44]. (3) The reactants are [C:1]([N:4]1[CH:10]([CH3:11])[CH2:9][C:8]2[CH:12]=[C:13](Br)[C:14]([O:16][CH3:17])=[CH:15][C:7]=2[C:6]([C:19]2[CH:24]=[CH:23][C:22]([N+:25]([O-])=O)=[C:21]([CH3:28])[CH:20]=2)=[N:5]1)(=[O:3])[CH3:2].C(=O)([O-])[O-].[K+].[K+].O.NN. The catalyst is COCCO.[Pd]. The product is [C:1]([N:4]1[CH:10]([CH3:11])[CH2:9][C:8]2[CH:12]=[CH:13][C:14]([O:16][CH3:17])=[CH:15][C:7]=2[C:6]([C:19]2[CH:24]=[CH:23][C:22]([NH2:25])=[C:21]([CH3:28])[CH:20]=2)=[N:5]1)(=[O:3])[CH3:2]. The yield is 0.470. (4) The reactants are [Br:1][C:2]1[CH:7]=[CH:6][CH:5]=[C:4]([CH3:8])[N:3]=1.[H][H].C(O)(=[O:13])C. The catalyst is O. The product is [Br:1][C:2]1[CH:7]=[CH:6][CH:5]=[C:4]([CH3:8])[N+:3]=1[O-:13]. The yield is 0.940. (5) The reactants are Br[C:2]1[C:3]([NH:9][CH2:10][C:11]([O:13][CH2:14][CH3:15])=[O:12])=[N:4][CH:5]=[C:6]([Br:8])[N:7]=1.[CH3:16][O:17][C:18]1[CH:23]=[C:22]([O:24][CH3:25])[CH:21]=[CH:20][C:19]=1[CH2:26][NH2:27].C(N(CC)C(C)C)(C)C. The catalyst is CS(C)=O. The product is [Br:8][C:6]1[N:7]=[C:2]([NH:27][CH2:26][C:19]2[CH:20]=[CH:21][C:22]([O:24][CH3:25])=[CH:23][C:18]=2[O:17][CH3:16])[C:3]([NH:9][CH2:10][C:11]([O:13][CH2:14][CH3:15])=[O:12])=[N:4][CH:5]=1. The yield is 0.480. (6) The reactants are [CH3:1][N:2]1[C:6]([C:7](=[O:24])[NH:8][C:9]2[CH:14]=[CH:13][N:12]3[N:15]=[C:16]([C:18]4[CH:23]=[CH:22][CH:21]=[CH:20][CH:19]=4)[N:17]=[C:11]3[CH:10]=2)=[C:5]([C:25]([OH:27])=[O:26])[CH:4]=[N:3]1.[CH3:28][CH:29](O)[CH3:30].C1CN([P+](Br)(N2CCCC2)N2CCCC2)CC1.F[P-](F)(F)(F)(F)F.C(N(CC)CC)C.Cl. The catalyst is CN(C)C=O.CN(C)C1C=CN=CC=1. The product is [CH3:1][N:2]1[C:6]([C:7](=[O:24])[NH:8][C:9]2[CH:14]=[CH:13][N:12]3[N:15]=[C:16]([C:18]4[CH:23]=[CH:22][CH:21]=[CH:20][CH:19]=4)[N:17]=[C:11]3[CH:10]=2)=[C:5]([C:25]([O:27][CH:29]([CH3:30])[CH3:28])=[O:26])[CH:4]=[N:3]1. The yield is 0.0996.